This data is from Reaction yield outcomes from USPTO patents with 853,638 reactions. The task is: Predict the reaction yield, written as a fraction of the theoretical maximum amount of product (1.0 means a 100% yield; for example, 0.34 means a 34% yield). (1) The reactants are [Br:1][C:2]1[CH:3]=[C:4]([N:8]([CH2:13][CH2:14][C:15](=[O:22])[C:16]2[CH:21]=[CH:20][CH:19]=[CH:18][CH:17]=2)[C:9](=[O:12])OC)[CH:5]=[CH:6][CH:7]=1.[CH2:23]([Mg]Br)[CH:24]=[CH2:25]. The catalyst is C1COCC1. The product is [CH2:25]([C:15]1([C:16]2[CH:17]=[CH:18][CH:19]=[CH:20][CH:21]=2)[O:22][C:9](=[O:12])[N:8]([C:4]2[CH:5]=[CH:6][CH:7]=[C:2]([Br:1])[CH:3]=2)[CH2:13][CH2:14]1)[CH:24]=[CH2:23]. The yield is 0.470. (2) The reactants are [CH3:1][C:2]([CH3:11])=[CH:3][C:4]1[S:8][C:7]([C:9]#[N:10])=[CH:6][CH:5]=1.[H-].[Al+3].[Li+].[H-].[H-].[H-].O.[OH-].[Na+]. The catalyst is O1CCCC1. The product is [CH3:1][C:2]([CH3:11])=[CH:3][C:4]1[S:8][C:7]([CH2:9][NH2:10])=[CH:6][CH:5]=1. The yield is 0.911. (3) The reactants are [CH3:1][S:2]([CH3:5])(=[O:4])=[O:3].[Li]CCCC.CN(P(N(C)C)(N(C)C)=O)C.[Br:22][C:23]1[CH:28]=[CH:27][C:26]([NH:29][C:30]2[C:31]([CH:40]=[O:41])=[CH:32][C:33]3[NH:37][CH:36]=[N:35][C:34]=3[C:38]=2[F:39])=[C:25]([Cl:42])[CH:24]=1. The catalyst is C1COCC1. The product is [Br:22][C:23]1[CH:28]=[CH:27][C:26]([NH:29][C:30]2[C:31]([C:40](=[O:41])[CH2:1][S:2]([CH3:5])(=[O:4])=[O:3])=[CH:32][C:33]3[NH:37][CH:36]=[N:35][C:34]=3[C:38]=2[F:39])=[C:25]([Cl:42])[CH:24]=1. The yield is 0.960.